This data is from Forward reaction prediction with 1.9M reactions from USPTO patents (1976-2016). The task is: Predict the product of the given reaction. (1) Given the reactants [Br:1][C:2]1[CH:3]=[C:4]([N+:15]([O-])=O)[C:5]([C:8]2[CH:13]=[CH:12][C:11]([Cl:14])=[CH:10][CH:9]=2)=[N:6][CH:7]=1.C1(P(C2C=CC=CC=2)CCP(C2C=CC=CC=2)C2C=CC=CC=2)C=CC=CC=1, predict the reaction product. The product is: [Br:1][C:2]1[CH:7]=[N:6][C:5]2[C:8]3[CH:13]=[CH:12][C:11]([Cl:14])=[CH:10][C:9]=3[NH:15][C:4]=2[CH:3]=1. (2) Given the reactants [CH2:1]([O:8][C:9](=[O:34])[C@H:10]([NH:26][C:27]([O:29][C:30]([CH3:33])([CH3:32])[CH3:31])=[O:28])[CH2:11][C:12]1[C:20]2[C:15](=[CH:16][CH:17]=[CH:18][CH:19]=2)[N:14]([CH2:21][CH2:22]CCC)[CH:13]=1)[C:2]1[CH:7]=[CH:6][CH:5]=[CH:4][CH:3]=1.ICC.C(=O)([O-])[O-].[Cs+].[Cs+], predict the reaction product. The product is: [CH2:1]([O:8][C:9](=[O:34])[C@H:10]([NH:26][C:27]([O:29][C:30]([CH3:33])([CH3:32])[CH3:31])=[O:28])[CH2:11][C:12]1[C:20]2[C:15](=[CH:16][CH:17]=[CH:18][CH:19]=2)[N:14]([CH2:21][CH3:22])[CH:13]=1)[C:2]1[CH:7]=[CH:6][CH:5]=[CH:4][CH:3]=1. (3) Given the reactants [NH:1]1[CH2:5][CH2:4][CH2:3][CH2:2]1.[CH2:6]=O.[CH3:8][O:9][C:10]1[CH:15]=[C:14]([CH:16]=[O:17])[CH:13]=[CH:12][C:11]=1[OH:18], predict the reaction product. The product is: [OH:18][C:11]1[C:12]([CH2:6][N:1]2[CH2:5][CH2:4][CH2:3][CH2:2]2)=[CH:13][C:14]([CH:16]=[O:17])=[CH:15][C:10]=1[O:9][CH3:8]. (4) The product is: [Cl:1][C:2]1[CH:7]=[CH:6][C:5]([CH2:8][CH2:9][C:10]([O:12][CH2:13][CH3:14])=[O:11])=[CH:4][C:3]=1[C@H:15]1[CH2:16][O:28]1. Given the reactants [Cl:1][C:2]1[CH:7]=[CH:6][C:5]([CH2:8][CH2:9][C:10]([O:12][CH2:13][CH3:14])=[O:11])=[CH:4][C:3]=1[C@H:15]([OH:28])[CH2:16]OS(C1C=CC(C)=CC=1)(=O)=O.C(=O)([O-])[O-].[K+].[K+], predict the reaction product.